This data is from Forward reaction prediction with 1.9M reactions from USPTO patents (1976-2016). The task is: Predict the product of the given reaction. Given the reactants [NH2:1][C:2]1[CH:3]=[C:4]([CH:8]=[CH:9][C:10]=1[F:11])[C:5]([OH:7])=O.C(N(C(C)C)CC)(C)C.CN(C(ON1N=NC2C=CC=NC1=2)=[N+](C)C)C.F[P-](F)(F)(F)(F)F.[NH2:45][C@@H:46]1[C:54]2[C:49](=[CH:50][CH:51]=[CH:52][CH:53]=2)[CH2:48][C@@H:47]1[OH:55], predict the reaction product. The product is: [NH2:1][C:2]1[CH:3]=[C:4]([CH:8]=[CH:9][C:10]=1[F:11])[C:5]([NH:45][C@@H:46]1[C:54]2[C:49](=[CH:50][CH:51]=[CH:52][CH:53]=2)[CH2:48][C@@H:47]1[OH:55])=[O:7].